This data is from Forward reaction prediction with 1.9M reactions from USPTO patents (1976-2016). The task is: Predict the product of the given reaction. (1) Given the reactants Br[C:2]1[CH:21]=[CH:20][C:5]([C:6]([C@@H:8]2[CH2:12][CH2:11][CH2:10][C@H:9]2[C:13]([O:15][C:16]([CH3:19])([CH3:18])[CH3:17])=[O:14])=[O:7])=[CH:4][CH:3]=1.Br[C:23]1[CH:28]=[CH:27][C:26]([NH:29][C:30]2[S:31][C:32]3[CH:38]=[C:37]([F:39])[CH:36]=[CH:35][C:33]=3[N:34]=2)=[C:25]([F:40])[CH:24]=1.FC1C=C(C2C=CC(C([C@@H]3CCC[C@H]3C(OC)=O)=O)=CC=2)C=CC=1NC1SC2C=C(OC(F)(F)F)C=CC=2N=1, predict the reaction product. The product is: [F:40][C:25]1[CH:24]=[C:23]([C:2]2[CH:21]=[CH:20][C:5]([C:6]([C@@H:8]3[CH2:12][CH2:11][CH2:10][C@H:9]3[C:13]([O:15][C:16]([CH3:19])([CH3:18])[CH3:17])=[O:14])=[O:7])=[CH:4][CH:3]=2)[CH:28]=[CH:27][C:26]=1[NH:29][C:30]1[S:31][C:32]2[CH:38]=[C:37]([F:39])[CH:36]=[CH:35][C:33]=2[N:34]=1. (2) Given the reactants [CH3:1][C@@H:2]1[C:11](=O)O[C@H:9]2[C@H:3]1[CH2:4][CH2:5][C:6]([CH3:18])=[C:7]1[C:15](=O)[CH:14]=[C:13]([CH3:17])[C@@H:8]12.CC([C@H]1[C@@](C=C)(C)CC[C@H]2C(C(O[C@H]12)=O)=C)=C, predict the reaction product. The product is: [CH3:17][C:13]1=[CH:14][CH2:15][CH2:7][C:6]([CH3:18])=[CH:5][CH2:4][C:3]([CH2:9][CH2:8]1)=[C:2]([CH3:1])[CH3:11]. (3) Given the reactants [F:1][CH:2]([F:17])[CH2:3][CH2:4][CH2:5][N:6]1[C:14]2[C:9](=[N:10][CH:11]=[CH:12][CH:13]=2)[N:8]=[C:7]1[CH2:15]O.[CH:18]1([N:21]2[C:29]3[CH:28]=[CH:27][N:26]=[CH:25][C:24]=3[NH:23][C:22]2=[O:30])[CH2:20][CH2:19]1.C1(P(C2C=CC=CC=2)C2C=CC=CC=2)C=CC=CC=1.N(C([O-])=O)=NC([O-])=O, predict the reaction product. The product is: [CH:18]1([N:21]2[C:29]3[CH:28]=[CH:27][N:26]=[CH:25][C:24]=3[N:23]([CH2:15][C:7]3[N:6]([CH2:5][CH2:4][CH2:3][CH:2]([F:17])[F:1])[C:14]4[C:9]([N:8]=3)=[N:10][CH:11]=[CH:12][CH:13]=4)[C:22]2=[O:30])[CH2:20][CH2:19]1. (4) Given the reactants C([O:3][C:4](=[O:39])[CH2:5][C:6]1[CH:7]=[C:8]([C:14]2[CH:19]=[CH:18][C:17]([NH:20][S:21]([CH3:24])(=[O:23])=[O:22])=[CH:16][C:15]=2[CH2:25][N:26]([C:29]([O:31][CH2:32][C:33]2[CH:38]=[CH:37][CH:36]=[CH:35][CH:34]=2)=[O:30])[CH2:27][CH3:28])[C:9]([O:12][CH3:13])=[CH:10][CH:11]=1)C.[OH-].[Li+], predict the reaction product. The product is: [CH2:32]([O:31][C:29]([N:26]([CH2:25][C:15]1[CH:16]=[C:17]([NH:20][S:21]([CH3:24])(=[O:23])=[O:22])[CH:18]=[CH:19][C:14]=1[C:8]1[C:9]([O:12][CH3:13])=[CH:10][CH:11]=[C:6]([CH2:5][C:4]([OH:39])=[O:3])[CH:7]=1)[CH2:27][CH3:28])=[O:30])[C:33]1[CH:34]=[CH:35][CH:36]=[CH:37][CH:38]=1. (5) Given the reactants C(=O)([O-])[O-].[K+].[K+].[C:7]([C:9]1[CH:10]=[C:11]([S:16]([NH:19][C:20]2[S:24][N:23]=[CH:22][N:21]=2)(=[O:18])=[O:17])[CH:12]=[CH:13][C:14]=1F)#[N:8].[I:25][C:26]1[CH:31]=[C:30]([C:32]([F:35])([F:34])[F:33])[CH:29]=[CH:28][C:27]=1[OH:36], predict the reaction product. The product is: [C:7]([C:9]1[CH:10]=[C:11]([S:16]([NH:19][C:20]2[S:24][N:23]=[CH:22][N:21]=2)(=[O:18])=[O:17])[CH:12]=[CH:13][C:14]=1[O:36][C:27]1[CH:28]=[CH:29][C:30]([C:32]([F:33])([F:34])[F:35])=[CH:31][C:26]=1[I:25])#[N:8].